Dataset: Full USPTO retrosynthesis dataset with 1.9M reactions from patents (1976-2016). Task: Predict the reactants needed to synthesize the given product. Given the product [F:24][C:19]1[CH:18]=[C:17]([CH:22]=[CH:21][C:20]=1[F:23])[CH2:16][N:11]1[CH:10]=[CH:9][C:8]2[C:13](=[CH:14][C:5]([C:3]([OH:4])=[O:2])=[CH:6][CH:7]=2)[C:12]1=[O:15], predict the reactants needed to synthesize it. The reactants are: C[O:2][C:3]([C:5]1[CH:14]=[C:13]2[C:8]([CH:9]=[CH:10][N:11]([CH2:16][C:17]3[CH:22]=[CH:21][C:20]([F:23])=[C:19]([F:24])[CH:18]=3)[C:12]2=[O:15])=[CH:7][CH:6]=1)=[O:4].[Li+].[OH-].Cl.